Dataset: Reaction yield outcomes from USPTO patents with 853,638 reactions. Task: Predict the reaction yield, written as a fraction of the theoretical maximum amount of product (1.0 means a 100% yield; for example, 0.34 means a 34% yield). (1) The catalyst is C(Cl)Cl. The product is [C:17]([NH:25][C:26]([NH:16][C:10]1[CH:11]=[CH:12][C:13]([O:14][CH3:15])=[C:8]([C:3]2[N:4]([CH3:7])[N:5]=[CH:6][C:2]=2[Br:1])[CH:9]=1)=[O:27])(=[O:24])[C:18]1[CH:23]=[CH:22][CH:21]=[CH:20][CH:19]=1. The reactants are [Br:1][C:2]1[CH:6]=[N:5][N:4]([CH3:7])[C:3]=1[C:8]1[CH:9]=[C:10]([NH2:16])[CH:11]=[CH:12][C:13]=1[O:14][CH3:15].[C:17]([N:25]=[C:26]=[O:27])(=[O:24])[C:18]1[CH:23]=[CH:22][CH:21]=[CH:20][CH:19]=1. The yield is 0.720. (2) The reactants are [Cl:1][C:2]1[CH:7]=[CH:6][CH:5]=[CH:4][C:3]=1[C:8]1[C:16]2[O:15][CH:14]([CH2:17][NH:18]C(=O)OCC3C=CC=CC=3)[CH2:13][C:12]=2[CH:11]=[CH:10][CH:9]=1.I[Si](C)(C)C. No catalyst specified. The product is [Cl:1][C:2]1[CH:7]=[CH:6][CH:5]=[CH:4][C:3]=1[C:8]1[C:16]2[O:15][CH:14]([CH2:17][NH2:18])[CH2:13][C:12]=2[CH:11]=[CH:10][CH:9]=1. The yield is 0.750. (3) The reactants are [CH3:1][O:2][C:3]1[CH:8]=[CH:7][CH:6]=[CH:5][C:4]=1B(O)O.[Br:12][C:13]1[CH:18]=[CH:17][C:16](I)=[CH:15][N:14]=1.[O-]P([O-])([O-])=O.[K+].[K+].[K+]. The catalyst is O1CCOCC1.O.C1C=CC([P]([Pd]([P](C2C=CC=CC=2)(C2C=CC=CC=2)C2C=CC=CC=2)([P](C2C=CC=CC=2)(C2C=CC=CC=2)C2C=CC=CC=2)[P](C2C=CC=CC=2)(C2C=CC=CC=2)C2C=CC=CC=2)(C2C=CC=CC=2)C2C=CC=CC=2)=CC=1. The yield is 0.871. The product is [Br:12][C:13]1[CH:18]=[CH:17][C:16]([C:4]2[CH:5]=[CH:6][CH:7]=[CH:8][C:3]=2[O:2][CH3:1])=[CH:15][N:14]=1. (4) The reactants are [F:1][C:2]1[CH:7]=[CH:6][C:5]([CH2:8][C:9]#[N:10])=[CH:4][C:3]=1[C:11]1[C:20]2[C:15](=[CH:16][C:17]([N:21]3[CH2:26][CH2:25][O:24][CH2:23][CH2:22]3)=[CH:18][CH:19]=2)[N:14]=[CH:13][N:12]=1.[Cl:27][C:28]1[C:33]([F:34])=[CH:32][N:31]=[CH:30][C:29]=1[F:35].CC(C)([O-])C.[K+]. The catalyst is O=O.[Cl-].[NH4+].O. The product is [F:35][C:29]1[CH:30]=[N:31][CH:32]=[C:33]([F:34])[C:28]=1[CH:8]([C:5]1[CH:6]=[CH:7][C:2]([F:1])=[C:3]([C:11]2[C:20]3[C:15](=[CH:16][C:17]([N:21]4[CH2:26][CH2:25][O:24][CH2:23][CH2:22]4)=[CH:18][CH:19]=3)[N:14]=[CH:13][N:12]=2)[CH:4]=1)[C:9]#[N:10].[Cl:27][C:28]1[C:29]([F:35])=[CH:30][N:31]=[CH:32][C:33]=1[CH:8]([C:5]1[CH:6]=[CH:7][C:2]([F:1])=[C:3]([C:11]2[C:20]3[C:15](=[CH:16][C:17]([N:21]4[CH2:26][CH2:25][O:24][CH2:23][CH2:22]4)=[CH:18][CH:19]=3)[N:14]=[CH:13][N:12]=2)[CH:4]=1)[C:9]#[N:10]. The yield is 0.500. (5) The reactants are [C:1]1([CH3:13])[CH:6]=[CH:5][C:4]([S:7]([N:10]=[C:11]=[O:12])(=[O:9])=[O:8])=[CH:3][CH:2]=1.[NH2:14][C:15]1[CH:24]=[C:23]2[C:18]([CH2:19][CH2:20][NH:21][CH2:22]2)=[CH:17][CH:16]=1. The catalyst is C(Cl)Cl. The product is [CH3:13][C:1]1[CH:2]=[CH:3][C:4]([S:7]([NH:10][C:11]([N:21]2[CH2:20][CH2:19][C:18]3[C:23](=[CH:24][C:15]([NH:14][C:11](=[O:12])[NH:10][S:7]([C:4]4[CH:5]=[CH:6][C:1]([CH3:13])=[CH:2][CH:3]=4)(=[O:8])=[O:9])=[CH:16][CH:17]=3)[CH2:22]2)=[O:12])(=[O:8])=[O:9])=[CH:5][CH:6]=1. The yield is 0.790.